From a dataset of Full USPTO retrosynthesis dataset with 1.9M reactions from patents (1976-2016). Predict the reactants needed to synthesize the given product. Given the product [F:32][C:33]1[CH:38]=[CH:37][CH:36]=[C:35]([F:39])[C:34]=1[C:2]1[CH:31]=[CH:30][C:5]([C:6]([NH:8][C:9]2[CH:14]=[CH:13][C:12]([O:15][C:16]([F:19])([F:18])[F:17])=[C:11]([NH:20][C:21](=[O:29])[CH2:22][N:23]3[CH2:28][CH2:27][O:26][CH2:25][CH2:24]3)[CH:10]=2)=[O:7])=[CH:4][N:3]=1, predict the reactants needed to synthesize it. The reactants are: Cl[C:2]1[CH:31]=[CH:30][C:5]([C:6]([NH:8][C:9]2[CH:14]=[CH:13][C:12]([O:15][C:16]([F:19])([F:18])[F:17])=[C:11]([NH:20][C:21](=[O:29])[CH2:22][N:23]3[CH2:28][CH2:27][O:26][CH2:25][CH2:24]3)[CH:10]=2)=[O:7])=[CH:4][N:3]=1.[F:32][C:33]1[CH:38]=[CH:37][CH:36]=[C:35]([F:39])[C:34]=1B(O)O.C(=O)([O-])[O-].[K+].[K+].